Dataset: Reaction yield outcomes from USPTO patents with 853,638 reactions. Task: Predict the reaction yield, written as a fraction of the theoretical maximum amount of product (1.0 means a 100% yield; for example, 0.34 means a 34% yield). (1) The catalyst is O1CCCC1. The reactants are [F:1][C:2]1[CH:7]=[CH:6][CH:5]=[C:4]([CH2:8][OH:9])[C:3]=1[N:10]1[CH:14]=[C:13]([C:15]([O:17][CH2:18][CH3:19])=[O:16])[C:12]([CH3:20])=[N:11]1.[H-].[Na+].[CH3:23]I. The product is [F:1][C:2]1[CH:7]=[CH:6][CH:5]=[C:4]([CH2:8][O:9][CH3:23])[C:3]=1[N:10]1[CH:14]=[C:13]([C:15]([O:17][CH2:18][CH3:19])=[O:16])[C:12]([CH3:20])=[N:11]1. The yield is 0.180. (2) The reactants are [Cl:1][C:2]1[CH:7]=[CH:6][N:5]=[C:4]([CH3:8])[CH:3]=1.[F:9][C:10]1[CH:20]=[CH:19][C:13]([C:14](OCC)=[O:15])=[CH:12][CH:11]=1.C[Si]([N-][Si](C)(C)C)(C)C.[Li+]. The catalyst is O1CCCC1. The product is [Cl:1][C:2]1[CH:7]=[CH:6][N:5]=[C:4]([CH2:8][C:14]([C:13]2[CH:19]=[CH:20][C:10]([F:9])=[CH:11][CH:12]=2)=[O:15])[CH:3]=1. The yield is 99.0. (3) The reactants are Cl[C:2]1[C:7]([N+:8]([O-:10])=[O:9])=[CH:6][CH:5]=[CH:4][C:3]=1[CH3:11].[NH2:12][CH2:13][CH2:14][N:15]1[CH2:20][CH2:19][O:18][CH2:17][CH2:16]1.C(N(CC)CC)C. No catalyst specified. The product is [CH3:11][C:3]1[CH:4]=[CH:5][CH:6]=[C:7]([N+:8]([O-:10])=[O:9])[C:2]=1[NH:12][CH2:13][CH2:14][N:15]1[CH2:20][CH2:19][O:18][CH2:17][CH2:16]1. The yield is 0.590. (4) The reactants are [Cl:1][C:2]1[C:7]([Cl:8])=[CH:6][CH:5]=[CH:4][C:3]=1/[CH:9]=[N:10]/[CH3:11].[Cl:12][C:13]1[CH:18]=[CH:17][C:16](/[C:19](=[CH:22]/[CH2:23][C:24]([CH3:27])([CH3:26])[CH3:25])/[C:20]#[N:21])=[C:15]([F:28])[CH:14]=1.[OH-].[K+]. The catalyst is CS(C)=O. The product is [Cl:12][C:13]1[CH:18]=[CH:17][C:16]([C:19]2([C:20]#[N:21])[CH:22]([CH2:23][C:24]([CH3:25])([CH3:26])[CH3:27])[CH2:11][NH:10][CH:9]2[C:3]2[CH:4]=[CH:5][CH:6]=[C:7]([Cl:8])[C:2]=2[Cl:1])=[C:15]([F:28])[CH:14]=1. The yield is 0.177. (5) The reactants are [Br:1][C:2]1[C:3](F)=[C:4]2[C:10]([NH:11][C:12]([CH:14]3[CH2:18][CH2:17][CH2:16][CH2:15]3)=[O:13])=[CH:9][NH:8][C:5]2=[N:6][CH:7]=1.[NH:20]1[CH2:25][CH2:24][CH2:23][C@@H:22]([NH:26][C:27](=[O:33])[O:28][C:29]([CH3:32])([CH3:31])[CH3:30])[CH2:21]1. The catalyst is CCCCO. The product is [Br:1][C:2]1[C:3]([N:20]2[CH2:25][CH2:24][CH2:23][C@@H:22]([NH:26][C:27](=[O:33])[O:28][C:29]([CH3:31])([CH3:30])[CH3:32])[CH2:21]2)=[C:4]2[C:10]([NH:11][C:12]([CH:14]3[CH2:18][CH2:17][CH2:16][CH2:15]3)=[O:13])=[CH:9][NH:8][C:5]2=[N:6][CH:7]=1. The yield is 0.220.